From a dataset of Forward reaction prediction with 1.9M reactions from USPTO patents (1976-2016). Predict the product of the given reaction. (1) Given the reactants Cl[C:2]1([C:13]2[CH:18]=[CH:17][CH:16]=[CH:15][C:14]=2[O:19][CH3:20])[C:10]2[C:5](=[CH:6][CH:7]=[C:8]([Cl:11])[CH:9]=2)[NH:4][C:3]1=[O:12].FC(F)(F)C(O)=O.[NH2:28][C@@H:29]([CH2:35][C:36]([N:38]([CH3:40])[CH3:39])=[O:37])[C:30]([N:32]([CH3:34])[CH3:33])=[O:31], predict the reaction product. The product is: [Cl:11][C:8]1[CH:9]=[C:10]2[C:5](=[CH:6][CH:7]=1)[NH:4][C:3](=[O:12])[C:2]2([NH:28][C@@H:29]([CH2:35][C:36]([N:38]([CH3:39])[CH3:40])=[O:37])[C:30]([N:32]([CH3:33])[CH3:34])=[O:31])[C:13]1[CH:18]=[CH:17][CH:16]=[CH:15][C:14]=1[O:19][CH3:20]. (2) Given the reactants C(OC(N1CCC(C2[N:23]=[C:22]([N:24]3[CH2:29][CH2:28][N:27]([C:30]4[CH:35]=[CH:34][CH:33]=[CH:32][C:31]=4[O:36][CH3:37])[CH2:26][CH2:25]3)[C:21]3[C:16](=[CH:17][C:18]([O:40][CH3:41])=[C:19]([O:38][CH3:39])[CH:20]=3)[N:15]=2)CC1)=O)(C)(C)C.[O:42]1[CH2:46][CH2:45][CH:44]([C:47](O)=O)[CH2:43]1, predict the reaction product. The product is: [CH3:39][O:38][C:19]1[CH:20]=[C:21]2[C:16](=[CH:17][C:18]=1[O:40][CH3:41])[N:15]=[C:47]([CH:44]1[CH2:45][CH2:46][O:42][CH2:43]1)[N:23]=[C:22]2[N:24]1[CH2:25][CH2:26][N:27]([C:30]2[CH:35]=[CH:34][CH:33]=[CH:32][C:31]=2[O:36][CH3:37])[CH2:28][CH2:29]1.